This data is from Forward reaction prediction with 1.9M reactions from USPTO patents (1976-2016). The task is: Predict the product of the given reaction. (1) Given the reactants [CH:1]1([C:7]2[N:16]3[C:10]([CH2:11][C:12](=[O:34])[N:13]([CH2:21][C:22]([N:24]([CH:31]([CH3:33])[CH3:32])[C:25]4[CH:30]=[CH:29][CH:28]=[CH:27][CH:26]=4)=[O:23])[C:14]4[CH:20]=[CH:19][CH:18]=[CH:17][C:15]=43)=[N:9][N:8]=2)[CH2:6][CH2:5][CH2:4][CH2:3][CH2:2]1.[NH:35]1[C:43]2[C:38](=[CH:39][CH:40]=[CH:41][CH:42]=2)[C:37]([CH:44]=O)=[CH:36]1, predict the reaction product. The product is: [CH:1]1([C:7]2[N:16]3[C:10]([CH:11]([CH2:44][C:37]4[C:38]5[C:43](=[CH:42][CH:41]=[CH:40][CH:39]=5)[NH:35][CH:36]=4)[C:12](=[O:34])[N:13]([CH2:21][C:22]([N:24]([CH:31]([CH3:32])[CH3:33])[C:25]4[CH:30]=[CH:29][CH:28]=[CH:27][CH:26]=4)=[O:23])[C:14]4[CH:20]=[CH:19][CH:18]=[CH:17][C:15]=43)=[N:9][N:8]=2)[CH2:6][CH2:5][CH2:4][CH2:3][CH2:2]1. (2) The product is: [CH2:44]([N:48]([CH2:52][CH2:53][CH2:54][CH3:55])[CH2:49][CH2:50][NH:51][C:36]([NH:20][C:19]1[CH:21]=[CH:22][C:16]([O:15][C:6]2[C:5]3[C:10](=[CH:11][C:12]([O:13][CH3:14])=[C:3]([O:2][CH3:1])[CH:4]=3)[N:9]=[CH:8][CH:7]=2)=[CH:17][C:18]=1[O:23][CH3:24])=[O:42])[CH2:45][CH2:46][CH3:47]. Given the reactants [CH3:1][O:2][C:3]1[CH:4]=[C:5]2[C:10](=[CH:11][C:12]=1[O:13][CH3:14])[N:9]=[CH:8][CH:7]=[C:6]2[O:15][C:16]1[CH:22]=[CH:21][C:19]([NH2:20])=[C:18]([O:23][CH3:24])[CH:17]=1.C(N(CC)CC)C.ClC(Cl)(O[C:36](=[O:42])OC(Cl)(Cl)Cl)Cl.[CH2:44]([N:48]([CH2:52][CH2:53][CH2:54][CH3:55])[CH2:49][CH2:50][NH2:51])[CH2:45][CH2:46][CH3:47], predict the reaction product. (3) Given the reactants [CH3:1][O:2][C:3]([N:5]1[CH2:20][CH2:19][C:8]2([CH2:11][N:10](C(OC(C)(C)C)=O)[CH2:9]2)[CH2:7][CH2:6]1)=[O:4].[ClH:21], predict the reaction product. The product is: [CH3:1][O:2][C:3]([N:5]1[CH2:6][CH2:7][C:8]2([CH2:11][NH:10][CH2:9]2)[CH2:19][CH2:20]1)=[O:4].[ClH:21].